Task: Regression. Given two drug SMILES strings and cell line genomic features, predict the synergy score measuring deviation from expected non-interaction effect.. Dataset: NCI-60 drug combinations with 297,098 pairs across 59 cell lines (1) Synergy scores: CSS=46.8, Synergy_ZIP=6.10, Synergy_Bliss=6.80, Synergy_Loewe=-7.75, Synergy_HSA=7.71. Cell line: UACC62. Drug 2: CCCS(=O)(=O)NC1=C(C(=C(C=C1)F)C(=O)C2=CNC3=C2C=C(C=N3)C4=CC=C(C=C4)Cl)F. Drug 1: CC12CCC(CC1=CCC3C2CCC4(C3CC=C4C5=CN=CC=C5)C)O. (2) Drug 1: CCCCCOC(=O)NC1=NC(=O)N(C=C1F)C2C(C(C(O2)C)O)O. Drug 2: C(CCl)NC(=O)N(CCCl)N=O. Cell line: SF-295. Synergy scores: CSS=-2.18, Synergy_ZIP=3.17, Synergy_Bliss=4.97, Synergy_Loewe=-2.89, Synergy_HSA=-0.970. (3) Drug 1: COC1=C(C=C2C(=C1)N=CN=C2NC3=CC(=C(C=C3)F)Cl)OCCCN4CCOCC4. Drug 2: C1CN(CCN1C(=O)CCBr)C(=O)CCBr. Cell line: TK-10. Synergy scores: CSS=29.3, Synergy_ZIP=1.46, Synergy_Bliss=1.72, Synergy_Loewe=-7.07, Synergy_HSA=-1.97. (4) Synergy scores: CSS=8.00, Synergy_ZIP=-5.42, Synergy_Bliss=-0.344, Synergy_Loewe=-15.7, Synergy_HSA=-0.640. Drug 2: C1CC(=O)NC(=O)C1N2C(=O)C3=CC=CC=C3C2=O. Drug 1: CC1OCC2C(O1)C(C(C(O2)OC3C4COC(=O)C4C(C5=CC6=C(C=C35)OCO6)C7=CC(=C(C(=C7)OC)O)OC)O)O. Cell line: SF-268. (5) Drug 1: CC12CCC3C(C1CCC2=O)CC(=C)C4=CC(=O)C=CC34C. Cell line: CCRF-CEM. Drug 2: COC1=C2C(=CC3=C1OC=C3)C=CC(=O)O2. Synergy scores: CSS=44.2, Synergy_ZIP=3.10, Synergy_Bliss=5.62, Synergy_Loewe=3.29, Synergy_HSA=3.16. (6) Drug 1: CS(=O)(=O)CCNCC1=CC=C(O1)C2=CC3=C(C=C2)N=CN=C3NC4=CC(=C(C=C4)OCC5=CC(=CC=C5)F)Cl. Drug 2: C(=O)(N)NO. Cell line: COLO 205. Synergy scores: CSS=-0.667, Synergy_ZIP=0.954, Synergy_Bliss=1.28, Synergy_Loewe=-2.40, Synergy_HSA=-1.67. (7) Drug 1: CCC1(CC2CC(C3=C(CCN(C2)C1)C4=CC=CC=C4N3)(C5=C(C=C6C(=C5)C78CCN9C7C(C=CC9)(C(C(C8N6C=O)(C(=O)OC)O)OC(=O)C)CC)OC)C(=O)OC)O.OS(=O)(=O)O. Drug 2: CN1C2=C(C=C(C=C2)N(CCCl)CCCl)N=C1CCCC(=O)O.Cl. Cell line: MDA-MB-435. Synergy scores: CSS=-4.14, Synergy_ZIP=-0.144, Synergy_Bliss=-4.30, Synergy_Loewe=-0.384, Synergy_HSA=-5.88. (8) Drug 1: C1=NC2=C(N1)C(=S)N=CN2. Drug 2: CC1C(C(CC(O1)OC2CC(CC3=C2C(=C4C(=C3O)C(=O)C5=CC=CC=C5C4=O)O)(C(=O)C)O)N)O. Cell line: CAKI-1. Synergy scores: CSS=52.1, Synergy_ZIP=-9.97, Synergy_Bliss=-7.29, Synergy_Loewe=-4.29, Synergy_HSA=-2.33. (9) Drug 1: CC(C1=C(C=CC(=C1Cl)F)Cl)OC2=C(N=CC(=C2)C3=CN(N=C3)C4CCNCC4)N. Drug 2: CC1=CC2C(CCC3(C2CCC3(C(=O)C)OC(=O)C)C)C4(C1=CC(=O)CC4)C. Cell line: MALME-3M. Synergy scores: CSS=3.69, Synergy_ZIP=2.78, Synergy_Bliss=5.45, Synergy_Loewe=-4.77, Synergy_HSA=1.04. (10) Drug 1: C1=CC(=CC=C1CCCC(=O)O)N(CCCl)CCCl. Drug 2: CC=C1C(=O)NC(C(=O)OC2CC(=O)NC(C(=O)NC(CSSCCC=C2)C(=O)N1)C(C)C)C(C)C. Cell line: IGROV1. Synergy scores: CSS=78.7, Synergy_ZIP=9.14, Synergy_Bliss=9.20, Synergy_Loewe=2.13, Synergy_HSA=11.8.